Dataset: Experimentally validated miRNA-target interactions with 360,000+ pairs, plus equal number of negative samples. Task: Binary Classification. Given a miRNA mature sequence and a target amino acid sequence, predict their likelihood of interaction. (1) The miRNA is mmu-miR-7038-3p with sequence CACUGCUCCUGCCUUCUUACAG. The protein sequence of the target gene is MAPPVRYCIPGERLCNLEEGSPGSGTYTRHGYIFSSLAGCLMKTSENGAVPVVSVMRETESQLLPDVGAVVTCKVSSINSRFAKVHILYVGSTPLKNAFRGTIRKEDIRATEKDKVEIYKSFRPGDIVLAKVISLGDAQSNYLLTTAENELGVVVAHSESGVQMVPISWCEMQCPKTHTKEFRKVARVQPEFLQT. Result: 0 (no interaction). (2) The miRNA is hsa-miR-1538 with sequence CGGCCCGGGCUGCUGCUGUUCCU. The protein sequence of the target gene is MSVVGIDLGFLNCYIAVARSGGIETIANEYSDRCTPACISLGSRTRAIGNAAKSQIVTNVRNTIHGFKKLHGRSFDDPIVQTERIRLPYELQKMPNGSTGVKVRYLEEERPFAIEQVTGMLLAKLKETSENALKKPVADCVISIPSFFTDAERRSVMAAAQVAGLNCLRLMNETTAVALAYGIYKQDLPSLDEKPRNVVFIDMGHSAYQVSVCAFNKGKLKVLATTFDPYLGGRNFDEALVDYFCDEFKTKYKINVKENSRALLRLYQECEKLKKLMSANASDLPLNIECFMNDLDVSSK.... Result: 0 (no interaction). (3) The miRNA is mmu-miR-9-5p with sequence UCUUUGGUUAUCUAGCUGUAUGA. The protein sequence of the target gene is MAPRKGKEKKEEQVISLGPQVAEGENVFGVCHIFASFNDTFVHVTDLSGKETICRVTGGMKVKADRDESSPYAAMLAAQDVAQRCKELGITALHIKLRATGGNRTKTPGPGAQSALRALARSGMKIGRIEDVTPIPSDSTRRKGGRRGRRL. Result: 0 (no interaction). (4) The miRNA is mmu-miR-301b-3p with sequence CAGUGCAAUGGUAUUGUCAAAGC. The protein sequence of the target gene is MSGGKYVDSEGHLYTVPIREQGNIYKPNNKAMADEVTEKQVYDAHTKEIDLVNRDPKHLNDDVVKIDFEDVIAEPEGTHSFDGIWKASFTTFTVTKYWFYRLLSTIFGIPMALIWGIYFAILSFLHIWAVVPCIKSFLIEIQCISRVYSIYVHTFCDPLFEAIGKIFSNIRISTQKEI. Result: 1 (interaction). (5) The miRNA is hsa-miR-551b-5p with sequence GAAAUCAAGCGUGGGUGAGACC. The protein sequence of the target gene is MAAVLQQVLERTELNKLPKSVQNKLEKFLADQQSEIDGLKGRHEKFKVESEQQYFEIEKRLSHSQERLVNETRECQSLRLELEKLNNQLKALTEKNKELEIAQDRNIAIQSQFTRTKEELEAEKRDLIRTNERLSQELEYLTEDVKRLNEKLKESNTTKGELQLKLDELQASDVSVKYREKRLEQEKELLHSQNTWLNTELKTKTDELLALGREKGNEILELKCNLENKKEEVSRLEEQMNGLKTSNEHLQKHVEDLLTKLKEAKEQQASMEEKFHNELNAHIKLSNLYKSAADDSEAKS.... Result: 0 (no interaction). (6) The miRNA is hsa-miR-3185 with sequence AGAAGAAGGCGGUCGGUCUGCGG. The protein sequence of the target gene is MDQYVSTAPPRFPIAQLGTFKQDSAGMGRIFKGNLLQKKALTTFENEHHIRFFTLLVLFHVMVLLRNHSRIQGVSEDWKRANSIFRNFLRLKSSRNTAEAE. Result: 0 (no interaction). (7) The miRNA is hsa-miR-4728-5p with sequence UGGGAGGGGAGAGGCAGCAAGCA. The protein sequence of the target gene is MLANSASVRILIKGGKVVNDDCTHEADVYIENGIIQQVGRELMIPGGAKVIDATGKLVIPGGIDTSTHFHQTFMNATCVDDFYHGTKAALVGGTTMIIGHVLPDKETSLVDAYEKCRGLADPKVCCDYALHVGITWWAPKVKAEMETLVREKGVNSFQMFMTYKDLYMLRDSELYQVLHACKDIGAIARVHAENGELVAEGAKEALDLGITGPEGIEISRPEELEAEATHRVITIANRTHCPIYLVNVSSISAGDVIAAAKMQGKVVLAETTTAHATLTGLHYYHQDWSHAAAYVTVPPL.... Result: 1 (interaction).